This data is from Catalyst prediction with 721,799 reactions and 888 catalyst types from USPTO. The task is: Predict which catalyst facilitates the given reaction. (1) Reactant: [CH2:1]([O:3][C:4]([C:6]1[NH:7][CH:8]=[C:9]2[CH:18]([C:19]3[O:20][C:21]([S:24][C:25]4[NH:29][C:28]5[C:30]([CH3:35])=[CH:31][C:32]([Cl:34])=[CH:33][C:27]=5[N:26]=4)=[CH:22][CH:23]=3)[C:17]3[C:16](=[O:36])[CH2:15][N:14](OC(C)(C)C)[CH2:13][C:12]=3[NH:11][C:10]=12)=[O:5])[CH3:2].Cl. Product: [ClH:34].[CH2:1]([O:3][C:4]([C:6]1[NH:7][CH:8]=[C:9]2[CH:18]([C:19]3[O:20][C:21]([S:24][C:25]4[NH:29][C:28]5[C:30]([CH3:35])=[CH:31][C:32]([Cl:34])=[CH:33][C:27]=5[N:26]=4)=[CH:22][CH:23]=3)[C:17]3[C:16](=[O:36])[CH2:15][NH:14][CH2:13][C:12]=3[NH:11][C:10]=12)=[O:5])[CH3:2]. The catalyst class is: 12. (2) Reactant: Cl[CH2:2][C:3](Cl)=[O:4].[CH3:6][O:7][C:8]1[CH:19]=[CH:18][C:11]([CH2:12][NH:13][C@H:14]([CH3:17])[CH2:15][OH:16])=[CH:10][CH:9]=1.C(N(CC)CC)C.[H-].[Na+].Cl. Product: [CH3:6][O:7][C:8]1[CH:19]=[CH:18][C:11]([CH2:12][N:13]2[C@H:14]([CH3:17])[CH2:15][O:16][CH2:2][C:3]2=[O:4])=[CH:10][CH:9]=1. The catalyst class is: 30.